From a dataset of Reaction yield outcomes from USPTO patents with 853,638 reactions. Predict the reaction yield, written as a fraction of the theoretical maximum amount of product (1.0 means a 100% yield; for example, 0.34 means a 34% yield). (1) The reactants are C(=O)([O-])[O-].[K+].[K+].[CH3:7][NH:8][CH:9]1[CH2:13][CH2:12][N:11]([C:14]([O:16][C:17]([CH3:20])([CH3:19])[CH3:18])=[O:15])[CH2:10]1.Br[CH2:22][C:23]1[CH:28]=[CH:27][C:26]([F:29])=[CH:25][C:24]=1[C:30]([F:33])([F:32])[F:31]. The catalyst is CC#N. The product is [F:29][C:26]1[CH:27]=[CH:28][C:23]([CH2:22][N:8]([CH3:7])[CH:9]2[CH2:13][CH2:12][N:11]([C:14]([O:16][C:17]([CH3:19])([CH3:18])[CH3:20])=[O:15])[CH2:10]2)=[C:24]([C:30]([F:33])([F:32])[F:31])[CH:25]=1. The yield is 0.800. (2) The reactants are [CH3:1][N:2]([CH2:4][C:5]1[CH:12]=[CH:11][C:8]([CH:9]=O)=[CH:7][CH:6]=1)[CH3:3].S([O-])([O-])(=O)=O.[Mg+2].[NH2:19][C:20]1[CH:28]=[C:27]([F:29])[CH:26]=[C:25]2[C:21]=1[CH2:22][O:23][C:24]2=[O:30]. The catalyst is C(#N)C. The product is [CH3:1][N:2]([CH2:4][C:5]1[CH:12]=[CH:11][C:8](/[CH:9]=[N:19]/[C:20]2[CH:28]=[C:27]([F:29])[CH:26]=[C:25]3[C:21]=2[CH2:22][O:23][C:24]3=[O:30])=[CH:7][CH:6]=1)[CH3:3]. The yield is 0.550. (3) The yield is 0.0500. The product is [O:7]([CH2:8][CH2:9][NH:10][C:11]([C:13]1[S:14][C:15]2[C:21](=[O:22])[CH:20]=[C:19]([NH:5][CH2:4][CH2:3][N:2]([CH3:6])[CH3:1])[C:18](=[O:25])[C:16]=2[N:17]=1)=[O:12])[CH2:26][CH2:27][NH:28][C:29]([C:31]1[S:32][C:33]2[C:39](=[O:40])[CH:38]=[C:37]([NH:5][CH2:4][CH2:3][N:2]([CH3:6])[CH3:1])[C:36](=[O:43])[C:34]=2[N:35]=1)=[O:30]. The reactants are [CH3:1][N:2]([CH3:6])[CH2:3][CH2:4][NH2:5].[O:7]([CH2:26][CH2:27][NH:28][C:29]([C:31]1[S:32][C:33]2[C:39](=[O:40])[CH:38]=[C:37](OC)[C:36](=[O:43])[C:34]=2[N:35]=1)=[O:30])[CH2:8][CH2:9][NH:10][C:11]([C:13]1[S:14][C:15]2[C:21](=[O:22])[CH:20]=[C:19](OC)[C:18](=[O:25])[C:16]=2[N:17]=1)=[O:12].CO. The catalyst is C(O)C.ClCCl. (4) The reactants are [NH2:1][C:2]1[S:3][C:4]([C:8]([O:10][CH2:11][CH3:12])=[O:9])=[C:5]([CH3:7])[N:6]=1.[N:13]1[CH:18]=CC=CC=1.ClC(OC1C=CC([N+]([O-])=O)=CC=1)=O.[OH2:32].[NH2:33]N. The catalyst is O1CCCC1.ClCCl. The product is [NH:13]([C:18]([NH:1][C:2]1[S:3][C:4]([C:8]([O:10][CH2:11][CH3:12])=[O:9])=[C:5]([CH3:7])[N:6]=1)=[O:32])[NH2:33]. The yield is 0.780. (5) The reactants are [NH:1]([C:3]1[CH:12]=[CH:11][CH:10]=[C:9]2[C:4]=1[CH:5]=[CH:6][CH:7]=[N:8]2)[NH2:2].[CH2:13]1[CH:22]2[C:17]([C:23](O)=[O:24])([CH2:18][CH2:19][CH2:20][CH2:21]2)[CH2:16][CH2:15][CH2:14]1. No catalyst specified. The product is [N:8]1[C:9]2[C:4](=[C:3]([NH:1][NH:2][C:23]([C:17]34[CH2:18][CH2:19][CH2:20][CH2:21][CH:22]3[CH2:13][CH2:14][CH2:15][CH2:16]4)=[O:24])[CH:12]=[CH:11][CH:10]=2)[CH:5]=[CH:6][CH:7]=1. The yield is 0.0600. (6) The reactants are C(=O)([O-])[O-].[Cs+].[Cs+].Br[CH2:8][CH2:9]Br.[Cl:11][C:12]1[N:20]=[C:19]2[C:15]([N:16]=[C:17]([C:21]([OH:24])([CH3:23])[CH3:22])[NH:18]2)=[C:14]([Cl:25])[N:13]=1. The catalyst is CN(C=O)C. The product is [Cl:25][C:14]1[C:15]2[N:16]=[C:17]3[N:18]([CH2:8][CH2:9][O:24][C:21]3([CH3:23])[CH3:22])[C:19]=2[N:20]=[C:12]([Cl:11])[N:13]=1. The yield is 0.270. (7) The reactants are Cl.[Br:2][C:3]1[C:4](Cl)=[N:5][CH:6]=[N:7][CH:8]=1.C(N(CC)CC)C.[NH:17]1[CH2:25][CH2:24][CH:20]([C:21]([NH2:23])=[O:22])[CH2:19][CH2:18]1.C(=O)([O-])O.[Na+]. The catalyst is CN(C=O)C. The product is [Br:2][C:3]1[C:4]([N:17]2[CH2:25][CH2:24][CH:20]([C:21]([NH2:23])=[O:22])[CH2:19][CH2:18]2)=[N:5][CH:6]=[N:7][CH:8]=1. The yield is 0.580. (8) The reactants are [N:1]1[C:2]([NH2:10])=[N:3][N:4]2[CH:9]=[CH:8][N:7]=[CH:6][C:5]=12.[CH3:11][C:12]([O:15][C:16](O[C:16]([O:15][C:12]([CH3:14])([CH3:13])[CH3:11])=[O:17])=[O:17])([CH3:14])[CH3:13].[Li+].C[Si]([N-][Si](C)(C)C)(C)C. The catalyst is C1COCC1. The product is [N:1]1[C:2]([NH:10][C:16](=[O:17])[O:15][C:12]([CH3:14])([CH3:13])[CH3:11])=[N:3][N:4]2[CH:9]=[CH:8][N:7]=[CH:6][C:5]=12. The yield is 0.530. (9) The reactants are Br[C:2]1[C:7]2=[CH:8][N:9]([C:11]3[C:16]([Cl:17])=[CH:15][CH:14]=[CH:13][C:12]=3[Cl:18])[N:10]=[C:6]2[C:5]([F:19])=[CH:4][N:3]=1.[NH2:20][C:21]1[N:26]=[CH:25][N:24]=[C:23]([NH:27][C:28](=[O:30])[CH3:29])[CH:22]=1.CC1(C)C2C(=C(P(C3C=CC=CC=3)C3C=CC=CC=3)C=CC=2)OC2C(P(C3C=CC=CC=3)C3C=CC=CC=3)=CC=CC1=2.C(=O)([O-])[O-].[Cs+].[Cs+]. The catalyst is O1CCOCC1.C1C=CC(/C=C/C(/C=C/C2C=CC=CC=2)=O)=CC=1.C1C=CC(/C=C/C(/C=C/C2C=CC=CC=2)=O)=CC=1.C1C=CC(/C=C/C(/C=C/C2C=CC=CC=2)=O)=CC=1.[Pd].[Pd]. The product is [Cl:18][C:12]1[CH:13]=[CH:14][CH:15]=[C:16]([Cl:17])[C:11]=1[N:9]1[CH:8]=[C:7]2[C:2]([NH:20][C:21]3[N:26]=[CH:25][N:24]=[C:23]([NH:27][C:28](=[O:30])[CH3:29])[CH:22]=3)=[N:3][CH:4]=[C:5]([F:19])[C:6]2=[N:10]1. The yield is 0.100.